Predict the product of the given reaction. From a dataset of Forward reaction prediction with 1.9M reactions from USPTO patents (1976-2016). (1) Given the reactants [C:1]([C:11]1[CH:34]=[CH:33][C:14]([CH2:15][N:16]([C:28](=[O:32])[C:29]([OH:31])=[O:30])[CH2:17][C:18]2[CH:23]=[CH:22][C:21]([C:24]([F:27])([F:26])[F:25])=[CH:20][CH:19]=2)=[CH:13][CH:12]=1)#[C:2][CH2:3][CH2:4][CH2:5][CH2:6][CH2:7][CH2:8][CH2:9][CH3:10].[NH2:35][C@H:36]([C:44]([OH:46])=[O:45])[CH2:37][CH2:38][CH2:39][NH:40][C:41](=[NH:43])[NH2:42], predict the reaction product. The product is: [NH2:35][C@H:36]([C:44]([OH:46])=[O:45])[CH2:37][CH2:38][CH2:39][NH:40][C:41](=[NH:42])[NH2:43].[C:1]([C:11]1[CH:34]=[CH:33][C:14]([CH2:15][N:16]([C:28](=[O:32])[C:29]([OH:31])=[O:30])[CH2:17][C:18]2[CH:23]=[CH:22][C:21]([C:24]([F:27])([F:26])[F:25])=[CH:20][CH:19]=2)=[CH:13][CH:12]=1)#[C:2][CH2:3][CH2:4][CH2:5][CH2:6][CH2:7][CH2:8][CH2:9][CH3:10]. (2) The product is: [CH3:49][O:50][CH2:51][CH2:52][CH2:53][NH:54][C:2]1[C:7]([C:8]([N:10]([CH2:32][CH:33]([CH3:34])[CH3:35])[C@H:11]2[CH2:16][C@@H:15]([C:17]([N:19]3[CH2:20][CH2:21][O:22][CH2:23][CH2:24]3)=[O:18])[CH2:14][NH:13][CH2:12]2)=[O:9])=[CH:6][CH:5]=[C:4]([C:36]([F:38])([F:37])[F:39])[N:3]=1. Given the reactants Cl[C:2]1[C:7]([C:8]([N:10]([CH2:32][CH:33]([CH3:35])[CH3:34])[C@H:11]2[CH2:16][C@@H:15]([C:17]([N:19]3[CH2:24][CH2:23][O:22][CH2:21][CH2:20]3)=[O:18])[CH2:14][N:13](C(OC(C)(C)C)=O)[CH2:12]2)=[O:9])=[CH:6][CH:5]=[C:4]([C:36]([F:39])([F:38])[F:37])[N:3]=1.C(N(C(C)C)CC)(C)C.[CH3:49][O:50][CH2:51][CH2:52][CH2:53][NH2:54], predict the reaction product.